From a dataset of Catalyst prediction with 721,799 reactions and 888 catalyst types from USPTO. Predict which catalyst facilitates the given reaction. Reactant: [F:1][C:2]1[CH:7]=[CH:6][C:5]([CH2:8][C:9]([N:11]2[CH2:15][CH:14]([O:16][C:17]([N:19]3[CH2:24][CH2:23][O:22][CH2:21][CH2:20]3)=[O:18])[CH2:13][NH:12]2)=[O:10])=[CH:4][CH:3]=1.[O:25]([C:32]1[N:37]=[C:36]([C:38](Cl)=[O:39])[CH:35]=[CH:34][N:33]=1)[C:26]1[CH:31]=[CH:30][CH:29]=[CH:28][CH:27]=1.[OH-].[Na+]. Product: [F:1][C:2]1[CH:7]=[CH:6][C:5]([CH2:8][C:9]([N:11]2[CH2:15][CH:14]([O:16][C:17]([N:19]3[CH2:24][CH2:23][O:22][CH2:21][CH2:20]3)=[O:18])[CH2:13][N:12]2[C:38]([C:36]2[CH:35]=[CH:34][N:33]=[C:32]([O:25][C:26]3[CH:27]=[CH:28][CH:29]=[CH:30][CH:31]=3)[N:37]=2)=[O:39])=[O:10])=[CH:4][CH:3]=1. The catalyst class is: 4.